Task: Predict which catalyst facilitates the given reaction.. Dataset: Catalyst prediction with 721,799 reactions and 888 catalyst types from USPTO Reactant: [I-].[CH3:2][S+](C)(C)=O.[H-].[Na+].[CH3:9][O:10][C:11](=[O:34])[C:12]1[CH:17]=[CH:16][CH:15]=[C:14]([CH2:18][N:19]2[C:24](=[O:25])[CH:23]=[CH:22][C:21]([N:26]3[CH2:31][CH2:30][CH2:29][CH:28]([CH:32]=[O:33])[CH2:27]3)=[N:20]2)[CH:13]=1. Product: [CH3:9][O:10][C:11](=[O:34])[C:12]1[CH:17]=[CH:16][CH:15]=[C:14]([CH2:18][N:19]2[C:24](=[O:25])[CH:23]=[CH:22][C:21]([N:26]3[CH2:31][CH2:30][CH2:29][CH:28]([CH:32]4[CH2:2][O:33]4)[CH2:27]3)=[N:20]2)[CH:13]=1. The catalyst class is: 16.